Dataset: Peptide-MHC class II binding affinity with 134,281 pairs from IEDB. Task: Regression. Given a peptide amino acid sequence and an MHC pseudo amino acid sequence, predict their binding affinity value. This is MHC class II binding data. The peptide sequence is ADVQYDLYLNVANRR. The MHC is HLA-DPA10201-DPB10501 with pseudo-sequence HLA-DPA10201-DPB10501. The binding affinity (normalized) is 0.646.